This data is from Reaction yield outcomes from USPTO patents with 853,638 reactions. The task is: Predict the reaction yield, written as a fraction of the theoretical maximum amount of product (1.0 means a 100% yield; for example, 0.34 means a 34% yield). (1) The reactants are [CH3:1][C@H:2]1[CH2:11][C:9](=[O:10])[C:5](=[C:6]([CH3:8])[CH3:7])[CH2:4][CH2:3]1.C([O-])(O)=[O:13].[Na+].Cl.[CH3:18][CH2:19]OCC. The catalyst is BrBr.CC[O-].[Na+].O. The product is [CH3:1][C@@H:2]1[CH2:3][CH2:4][C:5](=[C:6]([CH3:7])[CH3:8])[CH:11]1[C:9]([O:10][CH2:18][CH3:19])=[O:13]. The yield is 0.640. (2) The reactants are [Cl-].O[NH3+:3].[C:4](=[O:7])([O-])[OH:5].[Na+].CS(C)=O.[CH2:13]([O:15][C:16]1[N:21]=[CH:20][C:19]([C:22]2[C:27](=[O:28])[N:26]([CH2:29][C:30]3[CH:35]=[CH:34][C:33]([C:36]4[C:37]([C:42]#[N:43])=[CH:38][CH:39]=[CH:40][CH:41]=4)=[CH:32][CH:31]=3)[C:25]([CH2:44][CH2:45][CH3:46])=[N:24][C:23]=2[CH2:47][CH3:48])=[CH:18][CH:17]=1)[CH3:14]. The catalyst is C(OCC)(=O)C. The product is [CH2:13]([O:15][C:16]1[N:21]=[CH:20][C:19]([C:22]2[C:27](=[O:28])[N:26]([CH2:29][C:30]3[CH:35]=[CH:34][C:33]([C:36]4[CH:41]=[CH:40][CH:39]=[CH:38][C:37]=4[C:42]4[NH:3][C:4](=[O:7])[O:5][N:43]=4)=[CH:32][CH:31]=3)[C:25]([CH2:44][CH2:45][CH3:46])=[N:24][C:23]=2[CH2:47][CH3:48])=[CH:18][CH:17]=1)[CH3:14]. The yield is 0.600. (3) The reactants are [CH3:1][O:2][C:3](=[O:18])[CH:4]([C:11]1[CH:16]=[CH:15][C:14](I)=[CH:13][CH:12]=1)[CH2:5][CH:6]1[CH2:10][CH2:9][CH2:8][CH2:7]1.[C:19]([C:21]1[CH:26]=[CH:25][CH:24]=[CH:23][N:22]=1)#[CH:20].[I-]. The catalyst is CN(C)C=O.C1C=CC(P(C2C=CC=CC=2)C2C=CC=CC=2)=CC=1.C1C=CC(P(C2C=CC=CC=2)C2C=CC=CC=2)=CC=1.Cl[Pd]Cl.C(N(CC)CC)C. The product is [CH3:1][O:2][C:3](=[O:18])[CH:4]([C:11]1[CH:16]=[CH:15][C:14]([C:20]#[C:19][C:21]2[CH:26]=[CH:25][CH:24]=[CH:23][N:22]=2)=[CH:13][CH:12]=1)[CH2:5][CH:6]1[CH2:10][CH2:9][CH2:8][CH2:7]1. The yield is 0.970. (4) The product is [NH2:1][C:2]1[C:3]([C:22]2[CH:27]=[CH:26][C:25]([C:28]([NH:29][C@@H:30]([C:33]3[CH:38]=[CH:37][CH:36]=[C:35]([Cl:39])[CH:34]=3)[CH2:31][OH:32])=[O:40])=[C:24]([F:41])[CH:23]=2)=[CH:4][C:5]([C@@H:8]2[CH2:12][N:11]3[C:13](=[S:52])[O:15][CH2:16][C@@H:10]3[CH2:9]2)=[CH:6][N:7]=1. The catalyst is C(#N)C.CN(C=O)C. The yield is 0.110. The reactants are [NH2:1][C:2]1[N:7]=[CH:6][C:5]([C@@H:8]2[CH2:12][N:11]([C:13]([O:15][C:16](C)(C)C)=O)[C@H:10](CO)[CH2:9]2)=[CH:4][C:3]=1[C:22]1[CH:27]=[CH:26][C:25]([C:28](=[O:40])[NH:29][C@@H:30]([C:33]2[CH:38]=[CH:37][CH:36]=[C:35]([Cl:39])[CH:34]=2)[CH2:31][OH:32])=[C:24]([F:41])[CH:23]=1.CCN(C(C)C)C(C)C.C(C1NC=CN=1)(C1NC=CN=1)=[S:52].